This data is from Full USPTO retrosynthesis dataset with 1.9M reactions from patents (1976-2016). The task is: Predict the reactants needed to synthesize the given product. Given the product [CH:20]([C:19]1[CH:18]=[CH:17][C:4]([O:5][C:6]2[CH:16]=[CH:15][C:9]([C:10]([O:12][CH2:13][CH3:14])=[O:11])=[CH:8][CH:7]=2)=[CH:3][C:2]=1[B:27]1[O:31][C:30]([CH3:33])([CH3:32])[C:29]([CH3:35])([CH3:34])[O:28]1)=[O:21], predict the reactants needed to synthesize it. The reactants are: Br[C:2]1[CH:3]=[C:4]([CH:17]=[CH:18][C:19]=1[CH:20]=[O:21])[O:5][C:6]1[CH:16]=[CH:15][C:9]([C:10]([O:12][CH2:13][CH3:14])=[O:11])=[CH:8][CH:7]=1.CC([O-])=O.[K+].[B:27]1([B:27]2[O:31][C:30]([CH3:33])([CH3:32])[C:29]([CH3:35])([CH3:34])[O:28]2)[O:31][C:30]([CH3:33])([CH3:32])[C:29]([CH3:35])([CH3:34])[O:28]1.CCCCCC.CCOC(C)=O.